Dataset: Reaction yield outcomes from USPTO patents with 853,638 reactions. Task: Predict the reaction yield, written as a fraction of the theoretical maximum amount of product (1.0 means a 100% yield; for example, 0.34 means a 34% yield). (1) The reactants are [CH3:1][C:2]1([CH3:17])[CH2:7][CH2:6][CH:5]([CH2:8][C:9](=O)[CH2:10][C:11]([O:13][CH2:14][CH3:15])=[O:12])[CH2:4][CH2:3]1.C([O-])(=O)C.[NH4+:22].CC(O)=O. The catalyst is C1(C)C=CC=CC=1. The product is [NH2:22][C:9]([CH2:8][CH:5]1[CH2:6][CH2:7][C:2]([CH3:17])([CH3:1])[CH2:3][CH2:4]1)=[CH:10][C:11]([O:13][CH2:14][CH3:15])=[O:12]. The yield is 0.840. (2) The reactants are [CH2:1]([N:8]1[C:12]([CH:13]([S:20]([C:23]2[CH:28]=[CH:27][C:26]([Cl:29])=[CH:25][CH:24]=2)(=[O:22])=[O:21])[CH2:14][CH2:15][CH2:16][CH2:17][CH2:18]O)=[N:11][N:10]=[N:9]1)[C:2]1[CH:7]=[CH:6][CH:5]=[CH:4][CH:3]=1.C(C=P(CCCC)(CCCC)CCCC)#N. The catalyst is C1(C)C=CC=CC=1. The product is [CH2:1]([N:8]1[C:12]([C:13]2([S:20]([C:23]3[CH:28]=[CH:27][C:26]([Cl:29])=[CH:25][CH:24]=3)(=[O:22])=[O:21])[CH2:18][CH2:17][CH2:16][CH2:15][CH2:14]2)=[N:11][N:10]=[N:9]1)[C:2]1[CH:7]=[CH:6][CH:5]=[CH:4][CH:3]=1. The yield is 0.510. (3) The reactants are [Br-:1].[C:2]([CH:5]([CH2:29][CH2:30]C)[CH2:6][CH2:7][N:8]1[C:12]2[CH:13]=[CH:14][CH:15]=[CH:16][C:11]=2[S:10][C:9]1=[CH:17][C:18]1[C:27]2[C:22](=[CH:23][CH:24]=[CH:25][CH:26]=2)[N+:21]([CH3:28])=[CH:20][CH:19]=1)([OH:4])=[O:3].[Br-].C(C(CC)CCC[N+]1C2C=CC=CC=2SC=1C)(O)=O.[Br-].CC1SC2C=CC=CC=2[NH+]=1.[Br-].C[N+]1C2C(=CC=CC=2)C(C=C2N(CCCCC(O)=O)C3C=CC=CC=3S2)=CC=1. No catalyst specified. The product is [Br-:1].[C:2]([CH:5]([CH2:29][CH3:30])[CH2:6][CH2:7][N:8]1[C:12]2[CH:13]=[CH:14][CH:15]=[CH:16][C:11]=2[S:10][C:9]1=[CH:17][C:18]1[C:27]2[C:22](=[CH:23][CH:24]=[CH:25][CH:26]=2)[N+:21]([CH3:28])=[CH:20][CH:19]=1)([OH:4])=[O:3]. The yield is 0.220. (4) The reactants are [Br:1][C:2]1[CH:3]=[C:4]([CH:12]=[C:13]([OH:15])[CH:14]=1)[C:5]([NH:7][CH2:8][CH:9]([CH3:11])[CH3:10])=[O:6].I[CH:17]([CH3:19])[CH3:18].C(=O)([O-])[O-].[K+].[K+]. The catalyst is C(OCC)(=O)C.CN(C=O)C.C(#N)C.O.O.C(#N)C. The product is [Br:1][C:2]1[CH:3]=[C:4]([CH:12]=[C:13]([O:15][CH:17]([CH3:19])[CH3:18])[CH:14]=1)[C:5]([NH:7][CH2:8][CH:9]([CH3:11])[CH3:10])=[O:6]. The yield is 1.00. (5) The reactants are [NH:1]1[CH2:6][CH2:5][C:4](=O)[CH2:3][C:2]1=[O:8].[F:9][C:10]1[CH:16]=[CH:15][C:13]([NH2:14])=[CH:12][CH:11]=1.CO. The catalyst is C(Cl)Cl.CCOCC. The product is [F:9][C:10]1[CH:16]=[CH:15][C:13]([NH:14][C:4]2[CH2:5][CH2:6][NH:1][C:2](=[O:8])[CH:3]=2)=[CH:12][CH:11]=1. The yield is 0.385. (6) The reactants are [Cl-].[Al+3].[Cl-].[Cl-].[NH:5]1[C:13]2[C:8](=[CH:9][CH:10]=[CH:11][CH:12]=2)[CH2:7][C:6]1=[O:14].[C:15](Cl)(=[O:19])[CH2:16][CH2:17][CH3:18]. The catalyst is ClCCCl. The product is [C:15]([C:10]1[CH:9]=[C:8]2[C:13](=[CH:12][CH:11]=1)[NH:5][C:6](=[O:14])[CH2:7]2)(=[O:19])[CH2:16][CH2:17][CH3:18]. The yield is 0.250. (7) The reactants are [F:1][C:2]1[CH:7]=[CH:6][C:5]([CH:8]2[CH2:13][CH2:12][CH2:11][CH2:10][C:9]2=[O:14])=[CH:4][CH:3]=1.[C:15](Cl)([N:17]=[C:18]=[O:19])=[O:16]. No catalyst specified. The product is [F:1][C:2]1[CH:3]=[CH:4][C:5]([CH:8]2[C:9]3[O:14][C:18](=[O:19])[NH:17][C:15](=[O:16])[C:10]=3[CH2:11][CH2:12][CH2:13]2)=[CH:6][CH:7]=1.[F:1][C:2]1[CH:3]=[CH:4][C:5]([C:8]23[CH2:13][CH2:12][CH2:11][CH:10]=[C:9]2[O:14][C:18](=[O:19])[NH:17][C:15]3=[O:16])=[CH:6][CH:7]=1. The yield is 0.196.